From a dataset of Catalyst prediction with 721,799 reactions and 888 catalyst types from USPTO. Predict which catalyst facilitates the given reaction. Reactant: C[O:2][C:3](=[O:19])[C:4]1[CH:9]=[CH:8][CH:7]=[C:6]([CH2:10][O:11][C:12]2[CH:17]=[CH:16][C:15](I)=[CH:14][CH:13]=2)[CH:5]=1.C(=O)([O-])[O-].[K+].[K+].O1CCOCC1.[CH:32]1[C:41]2[CH:40]=[CH:39][CH:38]=[C:37](B(O)O)[C:36]=2[CH:35]=[CH:34][N:33]=1. Product: [CH:32]1[C:41]2[C:36](=[C:37]([C:15]3[CH:16]=[CH:17][C:12]([O:11][CH2:10][C:6]4[CH:5]=[C:4]([CH:9]=[CH:8][CH:7]=4)[C:3]([OH:2])=[O:19])=[CH:13][CH:14]=3)[CH:38]=[CH:39][CH:40]=2)[CH:35]=[CH:34][N:33]=1. The catalyst class is: 6.